Dataset: Full USPTO retrosynthesis dataset with 1.9M reactions from patents (1976-2016). Task: Predict the reactants needed to synthesize the given product. (1) The reactants are: [Br:1][C:2]1[CH:26]=[C:25]([F:27])[CH:24]=[CH:23][C:3]=1[O:4][CH:5]1[CH2:10][CH2:9][N:8]([S:11]([CH2:14][CH:15]([CH2:19][CH:20]([CH3:22])[CH3:21])[C:16]([OH:18])=[O:17])(=[O:13])=[O:12])[CH2:7][CH2:6]1.[C:28](Cl)(=O)C(Cl)=O. Given the product [Br:1][C:2]1[CH:26]=[C:25]([F:27])[CH:24]=[CH:23][C:3]=1[O:4][CH:5]1[CH2:6][CH2:7][N:8]([S:11]([CH2:14][CH:15]([CH2:19][CH:20]([CH3:22])[CH3:21])[C:16]([O:18][CH3:28])=[O:17])(=[O:13])=[O:12])[CH2:9][CH2:10]1, predict the reactants needed to synthesize it. (2) The reactants are: [CH:1]([C:4]1[N:9]=[C:8]([CH2:10][N:11]2[C:19]3[CH:18]=[CH:17][CH:16]=[C:15]([NH2:20])[C:14]=3[C:13]([CH3:21])=[N:12]2)[CH:7]=[CH:6][CH:5]=1)(C)C.[Br:22][C:23]1[CH:28]=[CH:27][N:26]2[C:29]([C:32](OC)=[O:33])=[CH:30][N:31]=[C:25]2[CH:24]=1.FC1C=CN2C(C(OCC)=O)=CN=C2C=1. Given the product [Br:22][C:23]1[CH:28]=[CH:27][N:26]2[C:29]([C:32]([NH:20][C:15]3[CH:16]=[CH:17][CH:18]=[C:19]4[C:14]=3[C:13]([CH3:21])=[N:12][N:11]4[CH2:10][C:8]3[CH:7]=[CH:6][CH:5]=[C:4]([CH3:1])[N:9]=3)=[O:33])=[CH:30][N:31]=[C:25]2[CH:24]=1, predict the reactants needed to synthesize it. (3) Given the product [Br:16][C:2]1[C:3]([N+:13]([O-:15])=[O:14])=[CH:4][C:5]([Cl:12])=[C:6]([C:8]([F:11])([F:10])[F:9])[CH:7]=1, predict the reactants needed to synthesize it. The reactants are: N[C:2]1[C:3]([N+:13]([O-:15])=[O:14])=[CH:4][C:5]([Cl:12])=[C:6]([C:8]([F:11])([F:10])[F:9])[CH:7]=1.[BrH:16].N([O-])=O.[Na+].[OH-].[Na+]. (4) Given the product [O:49]=[C:43]1[CH:42]([N:36]2[CH2:35][C:34]3[C:38](=[CH:39][CH:40]=[C:32]([CH2:31][NH:30][C:8](=[O:10])[C:7]4[CH:11]=[CH:12][C:4]([O:3][CH2:1][CH3:2])=[N:5][CH:6]=4)[CH:33]=3)[C:37]2=[O:41])[CH2:47][CH2:46][C:45](=[O:48])[NH:44]1.[CH2:1]([O:3][C:4]1[N:5]=[N:15][C:7]([C:8]([OH:10])=[O:9])=[CH:11][CH:12]=1)[CH3:2], predict the reactants needed to synthesize it. The reactants are: [CH2:1]([O:3][C:4]1[CH:12]=[CH:11][C:7]([C:8]([OH:10])=[O:9])=[CH:6][N:5]=1)[CH3:2].C1N=C[N:15](C(N2C=NC=C2)=O)C=1.CS(O)(=O)=O.[NH2:30][CH2:31][C:32]1[CH:33]=[C:34]2[C:38](=[CH:39][CH:40]=1)[C:37](=[O:41])[N:36]([CH:42]1[CH2:47][CH2:46][C:45](=[O:48])[NH:44][C:43]1=[O:49])[CH2:35]2.O. (5) The reactants are: [Al+3].[Cl-].[Cl-].[Cl-].[CH3:5][O:6][C:7]1[CH:15]=[N:14][C:13]([N:16]2[CH:20]=[N:19][CH:18]=[N:17]2)=[C:12]2[C:8]=1[CH:9]=[CH:10][NH:11]2.C([O-])(=[O:23])C.[NH4+].C[CH2:27][O:28][C:29]([CH3:31])=[O:30]. Given the product [CH3:27][O:28][C:29](=[O:30])[C:31]([C:9]1[C:8]2[C:12](=[C:13]([N:16]3[CH:20]=[N:19][CH:18]=[N:17]3)[N:14]=[CH:15][C:7]=2[O:6][CH3:5])[NH:11][CH:10]=1)=[O:23], predict the reactants needed to synthesize it. (6) Given the product [CH3:18][N:19]([CH3:23])[CH2:20][CH2:21][N:9]1[CH2:8][CH2:7][N:6]([C:10]([O:12][C:13]([CH3:16])([CH3:15])[CH3:14])=[O:11])[CH2:5][C:4]1=[O:3], predict the reactants needed to synthesize it. The reactants are: [H-].[Na+].[O:3]=[C:4]1[NH:9][CH2:8][CH2:7][N:6]([C:10]([O:12][C:13]([CH3:16])([CH3:15])[CH3:14])=[O:11])[CH2:5]1.Cl.[CH3:18][N:19]([CH3:23])[CH2:20][CH2:21]Cl. (7) Given the product [OH:12][CH:11]([C:13]1[CH:14]=[CH:15][N:16]=[CH:17][CH:18]=1)[C:4]1[CH:5]=[CH:6][CH:7]=[C:8]([O:9][CH3:10])[C:3]=1[O:2][CH3:1], predict the reactants needed to synthesize it. The reactants are: [CH3:1][O:2][C:3]1[C:8]([O:9][CH3:10])=[CH:7][CH:6]=[CH:5][C:4]=1[C@@H:11]([CH:13]1[CH2:18][CH2:17][N:16](CCC2C=CC(F)=CC=2)[CH2:15][CH2:14]1)[OH:12].C1(OC)C(=CC=CC=1)OC.N1C=CC(C=O)=CC=1. (8) Given the product [NH:39]1[CH2:40][CH2:41][CH:36]([C:32]2[C:31]3[C:35](=[C:27]([C:25]([NH2:24])=[O:26])[CH:28]=[C:29]([C:49]4[CH:53]=[CH:52][S:51][CH:50]=4)[CH:30]=3)[NH:34][CH:33]=2)[CH2:37][CH2:38]1, predict the reactants needed to synthesize it. The reactants are: N1CCC(C2C3C(=C(C(N)=O)C=C(C4SC=CC=4)C=3)NC=2)CC1.[NH2:24][C:25]([C:27]1[CH:28]=[C:29]([C:49]2[CH:53]=[CH:52][S:51][CH:50]=2)[CH:30]=[C:31]2[C:35]=1[NH:34][CH:33]=[C:32]2[CH:36]1[CH2:41][CH2:40][N:39](C(OC(C)(C)C)=O)[CH2:38][CH2:37]1)=[O:26].Cl. (9) The reactants are: [CH3:1][C:2]1[CH:3]=[C:4]([OH:8])[CH:5]=[CH:6][CH:7]=1.Cl[C:10]1[C:19]2[C:14](=[CH:15][C:16]([O:20][CH3:21])=[CH:17][CH:18]=2)[CH:13]=[C:12]([NH:22][C:23]2[CH:27]=[C:26]([CH3:28])[NH:25][N:24]=2)[N:11]=1. Given the product [CH3:28][C:26]1[NH:25][N:24]=[C:23]([NH:22][C:12]2[N:11]=[C:10]([O:8][C:4]3[CH:3]=[C:2]([CH3:1])[CH:7]=[CH:6][CH:5]=3)[C:19]3[C:14]([CH:13]=2)=[CH:15][C:16]([O:20][CH3:21])=[CH:17][CH:18]=3)[CH:27]=1, predict the reactants needed to synthesize it. (10) Given the product [Cl:41][C:35]1[CH:36]=[CH:37][C:38]([Cl:40])=[CH:39][C:34]=1[N:26]1[CH:27]=[C:28]([C:30]([F:31])([F:33])[F:32])[N:29]=[C:25]1[C:22]1[S:21][C:20]([C:17]2[CH:18]=[CH:19][C:14]([N:11]3[CH2:10][CH2:9][NH:8][CH2:13][CH2:12]3)=[N:15][CH:16]=2)=[CH:24][CH:23]=1, predict the reactants needed to synthesize it. The reactants are: C(OC([N:8]1[CH2:13][CH2:12][N:11]([C:14]2[CH:19]=[CH:18][C:17]([C:20]3[S:21][C:22]([C:25]4[N:26]([C:34]5[CH:39]=[C:38]([Cl:40])[CH:37]=[CH:36][C:35]=5[Cl:41])[CH:27]=[C:28]([C:30]([F:33])([F:32])[F:31])[N:29]=4)=[CH:23][CH:24]=3)=[CH:16][N:15]=2)[CH2:10][CH2:9]1)=O)(C)(C)C.FC(CC(O)=O)(F)F.